Dataset: M1 muscarinic receptor antagonist screen with 61,756 compounds. Task: Binary Classification. Given a drug SMILES string, predict its activity (active/inactive) in a high-throughput screening assay against a specified biological target. (1) The drug is O=C1N(C(=O)CC1N(Cc1cc2OCOc2cc1)C(=O)C)CCc1ccccc1. The result is 0 (inactive). (2) The molecule is S(=O)(=O)(N1CCCC1)c1ccc(c2nc(on2)C2CCCN(C2)C(=O)Cc2sccc2)cc1. The result is 1 (active). (3) The compound is S(c1n2c3c(cc(c2nn1)C)cccc3)Cc1c(onc1C)C. The result is 0 (inactive). (4) The molecule is s1c2c(CCN(C2)C)c2c1nc(SCCN(C)C)nc2N. The result is 1 (active).